From a dataset of Full USPTO retrosynthesis dataset with 1.9M reactions from patents (1976-2016). Predict the reactants needed to synthesize the given product. (1) Given the product [Cl:1][C:2]1[C:7]([CH:6]=[C:5]([NH:10][C:11]2[C:20]3[C:15](=[CH:16][C:17]([O:23][CH2:24][CH2:25][O:26][CH3:27])=[C:18]([O:21][CH3:22])[CH:19]=3)[N:14]=[CH:13][CH:12]=2)[C:4](=[O:28])[CH:3]=1)=[O:8], predict the reactants needed to synthesize it. The reactants are: [Cl:1][C:2]1[C:7]([O:8]C)=[CH:6][C:5]([NH:10][C:11]2[C:20]3[C:15](=[CH:16][C:17]([O:23][CH2:24][CH2:25][O:26][CH3:27])=[C:18]([O:21][CH3:22])[CH:19]=3)[N:14]=[CH:13][CH:12]=2)=[C:4]([O:28]C)[CH:3]=1.O. (2) Given the product [C:1]([O:5][C:6](=[O:22])[N:7]([CH2:9][CH2:10][CH2:11][C:12]1[NH:16][C:15]2[CH:17]=[CH:18][CH:19]=[C:20]([NH:21][C:23](=[O:25])[CH3:24])[C:14]=2[N:13]=1)[CH3:8])([CH3:4])([CH3:2])[CH3:3], predict the reactants needed to synthesize it. The reactants are: [C:1]([O:5][C:6](=[O:22])[N:7]([CH2:9][CH2:10][CH2:11][C:12]1[NH:16][C:15]2[CH:17]=[CH:18][CH:19]=[C:20]([NH2:21])[C:14]=2[N:13]=1)[CH3:8])([CH3:4])([CH3:3])[CH3:2].[C:23](OC(=O)C)(=[O:25])[CH3:24]. (3) Given the product [C:1]([C:3]1[CH:4]=[C:5]([CH2:9][C:10]([O:12][CH2:13][CH3:14])=[O:11])[CH:6]=[CH:7][CH:8]=1)#[N:2], predict the reactants needed to synthesize it. The reactants are: [C:1]([C:3]1[CH:4]=[C:5]([CH2:9][C:10]([O:12][C:13](C)(C)[CH3:14])=[O:11])[CH:6]=[CH:7][CH:8]=1)#[N:2].Cl.O1CCOCC1. (4) Given the product [C:18]1([C:17]2[C:16]3[C:11](=[CH:12][CH:13]=[CH:14][CH:15]=3)[CH:10]=[N:9][C:8]=2[C:6]([NH:5][CH2:4][C:3]([OH:24])=[O:2])=[O:7])[CH:19]=[CH:20][CH:21]=[CH:22][CH:23]=1, predict the reactants needed to synthesize it. The reactants are: C[O:2][C:3](=[O:24])[CH2:4][NH:5][C:6]([C:8]1[N:9]=[CH:10][C:11]2[C:16]([C:17]=1[C:18]1[CH:23]=[CH:22][CH:21]=[CH:20][CH:19]=1)=[CH:15][CH:14]=[CH:13][CH:12]=2)=[O:7].[OH-].[K+]. (5) Given the product [CH2:1]([S:3]([C:6]1[N:7]=[CH:8][N:9]2[CH:13]=[C:12]([Sn:29]([CH2:30][CH2:31][CH2:32][CH3:33])([CH2:34][CH2:35][CH2:36][CH3:37])[CH2:25][CH2:26][CH2:27][CH3:28])[S:11][C:10]=12)(=[O:4])=[O:5])[CH3:2], predict the reactants needed to synthesize it. The reactants are: [CH2:1]([S:3]([C:6]1[N:7]=[CH:8][N:9]2[CH:13]=[CH:12][S:11][C:10]=12)(=[O:5])=[O:4])[CH3:2].C([Li])CCC.CCCCCC.[CH2:25]([Sn:29](Cl)([CH2:34][CH2:35][CH2:36][CH3:37])[CH2:30][CH2:31][CH2:32][CH3:33])[CH2:26][CH2:27][CH3:28].[Cl-].[NH4+].